From a dataset of Drug-target binding data from BindingDB using Ki measurements. Regression. Given a target protein amino acid sequence and a drug SMILES string, predict the binding affinity score between them. We predict pKi (pKi = -log10(Ki in M); higher means stronger inhibition). Dataset: bindingdb_ki. (1) The small molecule is N#Cc1ccc2c(c1)[C@H]1CN(CCCCNC(=O)c3ccc(-c4ccccc4)cc3)C[C@@H]1CO2. The target protein (O08892) has sequence MGNPEASCTPPAVLGSQTGLPHANVSAPPNNCSAPSHIYQDSIALPWKVLLVVLLALITLATTLSNAFVIATVYRTRKLHTPANYLIASLAFTDLLVSILVMPISTMYTVTGRWTLGQALCDFWLSSDITCCTASIMHLCVIALDRYWAITDAVGYSAKRTPRRAAGMIALVWVFSICISLPPFFWRQAKAEEEVLDCLVNTDHVLYTVYSTGGAFYLPTLLLIALYGRIYVEARSRILKQTPNKTGKRLTRAQLITDSPGSTSSVTSINSRAPEVPCDSGSPVYVNQVKVRVSDALLEKKKLMAARERKATKTLGVILGAFIVCWLPFFIISLVMPICKDACWFHMAIFDFFTWLGYLNSLINPIIYTMSNEDFKQAFHKLIRFKCTT. The pKi is 6.0. (2) The pKi is 5.0. The target protein (C9JQD8) has sequence MPIMGSSVYITVELAIAVLAILGNVLVCWAVWLNSNLQNVTNYFVVSLAAADIAVGVLAIPFAITISTGFCAACHGCLFIACFVLVLTQSSIFSLLAIAIDRYIAIRIPLRYNGLVTGTRAKGIIAICWVLSFAIGLTPMLGWNNCGQPKEGKNHSQGCGEGQVACLFEDVVPMNYMVYFNFFACVLVPLLLMLGVYLRIFLAARRQLKQMESQPLPGERARSTLQKEVHAAKSLAIIVGLFALCWLPLHIINCFTFFCPDCSHAPLWLMYLAIVLSHTNSVVNPFIYAYRIREFRQTFRKIIRSHVLRQQEPFKAAGTSARVLAAHGSDGEQVSLRLNGHPPGVWANGSAPHPERRPNGYALGL. The small molecule is O=S(=O)([O-])C[C@H]1O[C@@H](n2cnc3c(NC4CCCC4)ncnc32)[C@H](O)[C@@H]1O. (3) The compound is COc1cc(-c2ccc(N=Nc3ccc4c(S(=O)(=O)O)cc(S(=O)(=O)O)c(N)c4c3O)c(OC)c2)ccc1N=Nc1ccc2c(S(=O)(=O)O)cc(S(=O)(=O)O)c(N)c2c1O. The target protein (Q7TSF2) has sequence MPFNAFDTFKEKILKPGKEGVKNAVGDSLGILQRKLDGTNEEGDAIELSEEGRPVQTSRARAPVCDCSCCGIPKRYIIAVMSGLGFCISFGIRCNLGVAIVEMVNNSTVYVDGKPEIQTAQFNWDPETVGLIHGSFFWGYIVTQIPGGFISNKFAANRVFGAAIFLTSTLNMFIPSAARVHYGCVMCVRILQGLVEGVTYPACHGMWSKWAPPLERSRLATTSFCGSYAGAVVAMPLAGVLVQYIGWASVFYIYGMFGIIWYMFWLLQAYECPAVHPTISNEERTYIETSIGEGANLASLSKFNTPWRRFFTSLPVYAIIVANFCRSWTFYLLLISQPAYFEEVFGFAISKVGLLSAVPHMVMTIVVPIGGQLADYLRSRKILTTTAVRKIMNCGGFGMEATLLLVVGFSHTKGVAISFLVLAVGFSGFAISGFNVNHLDIAPRYASILMGISNGVGTLSGMVCPLIVGAMTKHKTREEWQNVFLIAALVHYSGVIFYGV.... The pKi is 6.7.